This data is from Full USPTO retrosynthesis dataset with 1.9M reactions from patents (1976-2016). The task is: Predict the reactants needed to synthesize the given product. (1) Given the product [Cl:1][C:2]1[CH:3]=[CH:4][C:5]([C:8]([C:10]2[N:18]3[C:13]([CH:14]=[C:15]([O:19][CH2:37][C:38]4[CH:47]=[CH:46][C:45]5[C:40](=[CH:41][CH:42]=[CH:43][CH:44]=5)[N:39]=4)[CH:16]=[CH:17]3)=[C:12]([C:20](=[O:26])[CH2:21][C:22]([CH3:23])([CH3:24])[CH3:25])[C:11]=2[CH2:27][C:28]([CH3:34])([CH3:35])[C:29]([O:31][CH2:32][CH3:33])=[O:30])=[O:9])=[CH:6][CH:7]=1, predict the reactants needed to synthesize it. The reactants are: [Cl:1][C:2]1[CH:7]=[CH:6][C:5]([C:8]([C:10]2[N:18]3[C:13]([CH:14]=[C:15]([OH:19])[CH:16]=[CH:17]3)=[C:12]([C:20](=[O:26])[CH2:21][C:22]([CH3:25])([CH3:24])[CH3:23])[C:11]=2[CH2:27][C:28]([CH3:35])([CH3:34])[C:29]([O:31][CH2:32][CH3:33])=[O:30])=[O:9])=[CH:4][CH:3]=1.Br[CH2:37][C:38]1[CH:47]=[CH:46][C:45]2[C:40](=[CH:41][CH:42]=[CH:43][CH:44]=2)[N:39]=1.C(=O)([O-])[O-].[K+].[K+]. (2) The reactants are: [F:1][C:2]1[C:10]([O:11][CH2:12][C:13]2[S:14][C:15]3[CH:21]=[CH:20][C:19]([C:22]4[CH:27]=[CH:26][CH:25]=[C:24]([O:28]C)[CH:23]=4)=[CH:18][C:16]=3[N:17]=2)=[CH:9][CH:8]=[C:7]([F:30])[C:3]=1[C:4]([NH2:6])=[O:5].B(Br)(Br)Br.O. Given the product [F:1][C:2]1[C:10]([O:11][CH2:12][C:13]2[S:14][C:15]3[CH:21]=[CH:20][C:19]([C:22]4[CH:27]=[CH:26][CH:25]=[C:24]([OH:28])[CH:23]=4)=[CH:18][C:16]=3[N:17]=2)=[CH:9][CH:8]=[C:7]([F:30])[C:3]=1[C:4]([NH2:6])=[O:5], predict the reactants needed to synthesize it.